From a dataset of Peptide-MHC class I binding affinity with 185,985 pairs from IEDB/IMGT. Regression. Given a peptide amino acid sequence and an MHC pseudo amino acid sequence, predict their binding affinity value. This is MHC class I binding data. (1) The peptide sequence is IGKMNKHYK. The MHC is HLA-A02:19 with pseudo-sequence HLA-A02:19. The binding affinity (normalized) is 0.0847. (2) The peptide sequence is VGYVDDTQF. The MHC is HLA-B07:02 with pseudo-sequence HLA-B07:02. The binding affinity (normalized) is 0.193. (3) The peptide sequence is TQGYFPDWQNY. The MHC is HLA-B51:01 with pseudo-sequence HLA-B51:01. The binding affinity (normalized) is 0. (4) The peptide sequence is SPVMGVIGF. The MHC is HLA-A03:01 with pseudo-sequence HLA-A03:01. The binding affinity (normalized) is 0.0847. (5) The peptide sequence is FQLIFFLTLA. The MHC is HLA-A02:01 with pseudo-sequence HLA-A02:01. The binding affinity (normalized) is 0.498. (6) The peptide sequence is LTFGRETVLEY. The MHC is HLA-A01:01 with pseudo-sequence HLA-A01:01. The binding affinity (normalized) is 0.739.